Dataset: Peptide-MHC class II binding affinity with 134,281 pairs from IEDB. Task: Regression. Given a peptide amino acid sequence and an MHC pseudo amino acid sequence, predict their binding affinity value. This is MHC class II binding data. (1) The peptide sequence is KPNDFMPTFAKAMEK. The MHC is DRB1_0101 with pseudo-sequence DRB1_0101. The binding affinity (normalized) is 0.549. (2) The peptide sequence is LDGALKAKQSAESKLEG. The MHC is DRB1_0101 with pseudo-sequence DRB1_0101. The binding affinity (normalized) is 0.330. (3) The peptide sequence is FEERDAVLLGGSSDNEFVKL. The MHC is DRB1_0901 with pseudo-sequence DRB1_0901. The binding affinity (normalized) is 0.246.